This data is from Full USPTO retrosynthesis dataset with 1.9M reactions from patents (1976-2016). The task is: Predict the reactants needed to synthesize the given product. (1) Given the product [F:22][C:23]1[CH:24]=[C:25]([CH2:33][CH2:34][C@H:35]2[C:44]3[C:39](=[CH:40][C:41]([O:47][CH3:48])=[C:42]([O:45][CH3:46])[CH:43]=3)[CH2:38][CH2:37][N:36]2[C@H:4]([C:5]2[CH:6]=[CH:7][CH:8]=[CH:9][CH:10]=2)[C:1]([NH2:2])=[O:3])[CH:26]=[CH:27][C:28]=1[C:29]([F:32])([F:30])[F:31], predict the reactants needed to synthesize it. The reactants are: [C:1]([CH:4](OS(C1C=CC(C)=CC=1)(=O)=O)[C:5]1[CH:10]=[CH:9][CH:8]=[CH:7][CH:6]=1)(=[O:3])[NH2:2].[F:22][C:23]1[CH:24]=[C:25]([CH2:33][CH2:34][C@H:35]2[C:44]3[C:39](=[CH:40][C:41]([O:47][CH3:48])=[C:42]([O:45][CH3:46])[CH:43]=3)[CH2:38][CH2:37][NH:36]2)[CH:26]=[CH:27][C:28]=1[C:29]([F:32])([F:31])[F:30]. (2) Given the product [Si:1]([O:8][C@H:9]1[CH2:14][CH2:13][C@H:12]2[C@H:15]3[C@H:25]([CH2:26][CH2:27][C@:10]12[CH3:11])[C@:23]1([CH3:24])[C@H:18]([CH2:19][C:20](=[O:28])[CH2:21][CH2:22]1)[CH2:17][C@H:16]3[CH2:29][CH2:30][CH2:31][C:32]1[CH:33]=[C:34]([OH:46])[CH:35]=[C:36]([OH:38])[CH:37]=1)([C:4]([CH3:5])([CH3:6])[CH3:7])([CH3:3])[CH3:2], predict the reactants needed to synthesize it. The reactants are: [Si:1]([O:8][C@H:9]1[CH2:14][CH2:13][C@H:12]2[C@H:15]3[C@H:25]([CH2:26][CH2:27][C@:10]12[CH3:11])[C@:23]1([CH3:24])[C@H:18]([CH2:19][C:20](=[O:28])[CH2:21][CH2:22]1)[CH2:17][C@H:16]3[CH2:29][CH:30]=[CH:31][C:32]1[CH:37]=[C:36]([O:38]CC2C=CC=CC=2)[CH:35]=[C:34]([O:46]CC2C=CC=CC=2)[CH:33]=1)([C:4]([CH3:7])([CH3:6])[CH3:5])([CH3:3])[CH3:2]. (3) Given the product [ClH:1].[NH2:68][C@H:46]([C:47]1[C:52]([C:53]2[CH:54]=[C:55]3[C:59]([CH2:58][NH:57][C:56]3=[O:62])=[CH:60][CH:61]=2)=[CH:51][N:50]=[C:49]([N:63]2[CH:67]=[N:66][CH:65]=[N:64]2)[N:48]=1)[CH2:45][C:40]1[CH:41]=[C:42]([F:44])[CH:43]=[C:38]([F:37])[CH:39]=1, predict the reactants needed to synthesize it. The reactants are: [ClH:1].N1(CCNC2N=C([C@@H](N)CC3C=C(F)C=C(F)C=3)C(C3C=CC(F)=C(C=3)C(N)=O)=CN=2)C=CN=N1.[F:37][C:38]1[CH:39]=[C:40]([CH2:45][C@H:46]([NH:68]C(=O)OC(C)(C)C)[C:47]2[C:52]([C:53]3[CH:54]=[C:55]4[C:59](=[CH:60][CH:61]=3)[CH2:58][NH:57][C:56]4=[O:62])=[CH:51][N:50]=[C:49]([N:63]3[CH:67]=[N:66][CH:65]=[N:64]3)[N:48]=2)[CH:41]=[C:42]([F:44])[CH:43]=1. (4) Given the product [C:1]([O:5][C:6]([NH:8][C@@H:9]([CH2:13][CH2:14][CH2:15][N:16]([CH3:18])[CH3:17])[C:10]([O:12][CH3:20])=[O:11])=[O:7])([CH3:4])([CH3:3])[CH3:2], predict the reactants needed to synthesize it. The reactants are: [C:1]([O:5][C:6]([NH:8][C@@H:9]([CH2:13][CH2:14][CH2:15][N:16]([CH3:18])[CH3:17])[C:10]([OH:12])=[O:11])=[O:7])([CH3:4])([CH3:3])[CH3:2].[Si](C=[N+]=[N-])(C)(C)[CH3:20].